Dataset: Catalyst prediction with 721,799 reactions and 888 catalyst types from USPTO. Task: Predict which catalyst facilitates the given reaction. (1) Reactant: C(OC([NH:11][CH:12]1[CH2:16][CH2:15][N:14]([CH2:17][CH2:18][CH2:19][C@H:20]([NH:49][C:50](=[O:56])[O:51][C:52]([CH3:55])([CH3:54])[CH3:53])[C:21](=[O:48])[NH:22][C@@H:23]([C:35](=[O:47])[NH:36][C:37]2[CH:38]=[N:39][C:40]3[C:45]([CH:46]=2)=[CH:44][CH:43]=[CH:42][CH:41]=3)[CH2:24][C:25]2[CH:30]=[CH:29][C:28]([C:31]([F:34])([F:33])[F:32])=[CH:27][CH:26]=2)[CH2:13]1)=O)C1C=CC=CC=1. Product: [NH2:11][CH:12]1[CH2:16][CH2:15][N:14]([CH2:17][CH2:18][CH2:19][C@H:20]([NH:49][C:50](=[O:56])[O:51][C:52]([CH3:54])([CH3:53])[CH3:55])[C:21](=[O:48])[NH:22][C@@H:23]([C:35](=[O:47])[NH:36][C:37]2[CH:38]=[N:39][C:40]3[C:45]([CH:46]=2)=[CH:44][CH:43]=[CH:42][CH:41]=3)[CH2:24][C:25]2[CH:30]=[CH:29][C:28]([C:31]([F:32])([F:33])[F:34])=[CH:27][CH:26]=2)[CH2:13]1. The catalyst class is: 19. (2) Reactant: [Br:1][C:2]([Br:14])=[CH:3][C:4]1[CH:10]=[C:9]([O:11][CH2:12][CH3:13])[CH:8]=[CH:7][C:5]=1[NH2:6].Br[CH2:16][C:17]1[CH:18]=[C:19]([CH:24]=[CH:25][CH:26]=1)[C:20]([O:22][CH3:23])=[O:21].C(=O)([O-])[O-].[K+].[K+].O. Product: [Br:1][C:2]([Br:14])=[CH:3][C:4]1[CH:10]=[C:9]([O:11][CH2:12][CH3:13])[CH:8]=[CH:7][C:5]=1[NH:6][CH2:16][C:17]1[CH:18]=[C:19]([CH:24]=[CH:25][CH:26]=1)[C:20]([O:22][CH3:23])=[O:21]. The catalyst class is: 9.